This data is from Catalyst prediction with 721,799 reactions and 888 catalyst types from USPTO. The task is: Predict which catalyst facilitates the given reaction. (1) Reactant: [C:1]([O:4][CH2:5][C:6]([N:8]1[CH2:13][CH2:12][N:11](C(OC(C)(C)C)=O)[C@H:10]([CH3:21])[CH2:9]1)=[O:7])(=[O:3])[CH3:2].C(O)(C(F)(F)F)=O. Product: [C:1]([O:4][CH2:5][C:6]([N:8]1[CH2:13][CH2:12][NH:11][C@H:10]([CH3:21])[CH2:9]1)=[O:7])(=[O:3])[CH3:2]. The catalyst class is: 2. (2) Reactant: Cl[C:2]1[C:3]([C:16]2[CH:21]=[CH:20][C:19]([F:22])=[CH:18][CH:17]=2)=[N:4][C:5]2[C:10]([N:11]=1)=[CH:9][C:8]([C:12]([O:14][CH3:15])=[O:13])=[CH:7][CH:6]=2.CC[N:25](C(C)C)[CH:26]([CH3:28])[CH3:27].CC(N)C. Product: [F:22][C:19]1[CH:20]=[CH:21][C:16]([C:3]2[C:2]([NH:25][CH:26]([CH3:28])[CH3:27])=[N:11][C:10]3[C:5](=[CH:6][CH:7]=[C:8]([C:12]([O:14][CH3:15])=[O:13])[CH:9]=3)[N:4]=2)=[CH:17][CH:18]=1. The catalyst class is: 58. (3) Reactant: [NH2:1][C:2]1[C:11]2[N:12]=[C:13]([CH2:20][O:21][CH2:22][CH3:23])[N:14]([CH2:15][C:16]([CH3:19])([CH3:18])[OH:17])[C:10]=2[C:9]2[CH:8]=[CH:7][CH:6]=[CH:5][C:4]=2[N:3]=1.C(N(CC)CC)C.[C:31](Cl)([C:44]1[CH:49]=[CH:48][CH:47]=[CH:46][CH:45]=1)([C:38]1[CH:43]=[CH:42][CH:41]=[CH:40][CH:39]=1)[C:32]1[CH:37]=[CH:36][CH:35]=[CH:34][CH:33]=1. Product: [CH2:22]([O:21][CH2:20][C:13]1[N:14]([CH2:15][C:16]([CH3:19])([OH:17])[CH3:18])[C:10]2[C:9]3[CH:8]=[CH:7][CH:6]=[CH:5][C:4]=3[N:3]=[C:2]([NH:1][C:31]([C:32]3[CH:37]=[CH:36][CH:35]=[CH:34][CH:33]=3)([C:44]3[CH:45]=[CH:46][CH:47]=[CH:48][CH:49]=3)[C:38]3[CH:39]=[CH:40][CH:41]=[CH:42][CH:43]=3)[C:11]=2[N:12]=1)[CH3:23]. The catalyst class is: 10.